This data is from Forward reaction prediction with 1.9M reactions from USPTO patents (1976-2016). The task is: Predict the product of the given reaction. (1) Given the reactants [Cl:1][C:2]1[CH:3]=[CH:4][C:5]([NH:18][CH2:19][CH:20]2[CH2:25][CH2:24][NH:23][CH2:22][CH2:21]2)=[C:6]([CH:17]=1)[C:7]([NH:9][C:10]1[CH:15]=[CH:14][C:13]([CH3:16])=[CH:12][N:11]=1)=[O:8].[C:26]1(=O)[CH2:31][CH2:30][CH2:29][CH2:28][CH2:27]1.C([BH3-])#N.[Na+], predict the reaction product. The product is: [Cl:1][C:2]1[CH:3]=[CH:4][C:5]([NH:18][CH2:19][CH:20]2[CH2:25][CH2:24][N:23]([CH:26]3[CH2:31][CH2:30][CH2:29][CH2:28][CH2:27]3)[CH2:22][CH2:21]2)=[C:6]([CH:17]=1)[C:7]([NH:9][C:10]1[CH:15]=[CH:14][C:13]([CH3:16])=[CH:12][N:11]=1)=[O:8]. (2) Given the reactants [F:1][C:2]1[CH:7]=[CH:6][C:5]([F:8])=[CH:4][C:3]=1[CH:9](O)[C:10]1[CH:11]=[N:12][CH:13]=[N:14][CH:15]=1.CN(C)C=O.[Cl:22][C:23]1[CH:28]=[CH:27][C:26]([SH:29])=[CH:25][CH:24]=1.C(=O)([O-])[O-].[K+].[K+], predict the reaction product. The product is: [Cl:22][C:23]1[CH:28]=[CH:27][C:26]([S:29][CH:9]([C:3]2[CH:4]=[C:5]([F:8])[CH:6]=[CH:7][C:2]=2[F:1])[C:10]2[CH:11]=[N:12][CH:13]=[N:14][CH:15]=2)=[CH:25][CH:24]=1. (3) The product is: [CH:1]1([CH2:4][C:5]([C:8]2[CH:9]=[N:10][C:11]([CH:17]([F:19])[F:18])=[N:12][CH:13]=2)([CH3:14])[C:6]#[N:7])[CH2:3][CH2:2]1. Given the reactants [CH:1]1([CH2:4][C:5]([CH3:14])([C:8]2[CH:9]=[N:10][CH:11]=[N:12][CH:13]=2)[C:6]#[N:7])[CH2:3][CH2:2]1.C(O)([C:17](F)([F:19])[F:18])=O.C(OO)(C)(C)C.C([O-])(O)=O.[Na+], predict the reaction product. (4) Given the reactants [CH3:1][C:2]([CH:5]([NH2:10])[C:6]([O:8][CH3:9])=[O:7])([CH3:4])[CH3:3].C(N(C(C)C)C(C)C)C.[CH:20]12[CH2:29][CH:24]3[CH2:25][CH:26]([CH2:28][CH:22]([CH2:23]3)[CH:21]1[N:30]=[C:31]=[O:32])[CH2:27]2, predict the reaction product. The product is: [CH3:9][O:8][C:6](=[O:7])[C@@H:5]([NH:10][C:31]([NH:30][CH:21]1[CH:20]2[CH2:29][CH:24]3[CH2:25][CH:26]([CH2:28][CH:22]1[CH2:23]3)[CH2:27]2)=[O:32])[C:2]([CH3:4])([CH3:3])[CH3:1]. (5) Given the reactants [C@]12(CS(O)(=O)=O)C(C)(C)C(CC1)CC2=O.[NH2:16][C:17]1[CH:45]=[CH:44][C:20]([O:21][C:22]2[CH:27]=[CH:26][N:25]=[C:24]([NH:28][C:29](=[O:43])[N:30]([CH:32]3[CH2:37][CH2:36][N:35]([CH2:38][CH2:39][N:40]([CH3:42])[CH3:41])[CH2:34][CH2:33]3)[CH3:31])[CH:23]=2)=[CH:19][CH:18]=1.[F:46][C:47]1[CH:52]=[CH:51][C:50]([CH2:53][C:54]([N:56]=[C:57]=[S:58])=[O:55])=[CH:49][CH:48]=1, predict the reaction product. The product is: [CH3:42][N:40]([CH3:41])[CH2:39][CH2:38][N:35]1[CH2:36][CH2:37][CH:32]([N:30]([CH3:31])[C:29]([NH:28][C:24]2[CH:23]=[C:22]([O:21][C:20]3[CH:19]=[CH:18][C:17]([NH:16][C:57]([NH:56][C:54](=[O:55])[CH2:53][C:50]4[CH:51]=[CH:52][C:47]([F:46])=[CH:48][CH:49]=4)=[S:58])=[CH:45][CH:44]=3)[CH:27]=[CH:26][N:25]=2)=[O:43])[CH2:33][CH2:34]1. (6) Given the reactants [CH2:1]([C:3]1[CH:9]=[CH:8][C:6]([OH:7])=[CH:5][C:4]=1[OH:10])[CH3:2].C(=O)([O-])[O-].[K+].[K+].[CH2:17](Br)[CH:18]=[CH2:19].[CH3:21][C:22]([CH3:24])=O, predict the reaction product. The product is: [CH2:17]([O:10][C:4]1[CH:5]=[C:6]([O:7][CH2:24][CH:22]=[CH2:21])[CH:8]=[CH:9][C:3]=1[CH2:1][CH3:2])[CH:18]=[CH2:19].